This data is from Merck oncology drug combination screen with 23,052 pairs across 39 cell lines. The task is: Regression. Given two drug SMILES strings and cell line genomic features, predict the synergy score measuring deviation from expected non-interaction effect. Drug 1: C=CCn1c(=O)c2cnc(Nc3ccc(N4CCN(C)CC4)cc3)nc2n1-c1cccc(C(C)(C)O)n1. Drug 2: O=C(O)C1(Cc2cccc(Nc3nccs3)n2)CCC(Oc2cccc(Cl)c2F)CC1. Cell line: PA1. Synergy scores: synergy=17.9.